This data is from Catalyst prediction with 721,799 reactions and 888 catalyst types from USPTO. The task is: Predict which catalyst facilitates the given reaction. The catalyst class is: 57. Product: [CH3:1][CH:2]1[CH2:7][CH2:6][CH2:5][CH:4]([CH3:8])[N:3]1[CH2:9][CH2:10][NH:11][C:13]1[N:14]=[N+:15]([O-:24])[C:16]2[CH:22]=[CH:21][C:20]([CH3:23])=[CH:19][C:17]=2[N:18]=1. Reactant: [CH3:1][CH:2]1[CH2:7][CH2:6][CH2:5][CH:4]([CH3:8])[N:3]1[CH2:9][CH2:10][NH2:11].Cl[C:13]1[N:14]=[N+:15]([O-:24])[C:16]2[CH:22]=[CH:21][C:20]([CH3:23])=[CH:19][C:17]=2[N:18]=1.